This data is from Reaction yield outcomes from USPTO patents with 853,638 reactions. The task is: Predict the reaction yield, written as a fraction of the theoretical maximum amount of product (1.0 means a 100% yield; for example, 0.34 means a 34% yield). (1) The product is [CH3:18][O:8][C:6](=[O:7])[C:5]1[CH:9]=[CH:10][C:2]([CH:13]=[O:16])=[C:3]([O:11][CH3:12])[CH:4]=1. The catalyst is C(Cl)Cl. The reactants are Br[C:2]1[CH:10]=[CH:9][C:5]([C:6]([OH:8])=[O:7])=[CH:4][C:3]=1[O:11][CH3:12].[C:13]([O-:16])(O)=O.[Na+].[CH3:18]S(C)=O. The yield is 0.790. (2) The reactants are [NH:1]1[C:9]2[CH:8]=[CH:7][N:6]=[CH:5][C:4]=2[N:3]=[C:2]1[C:10]1([NH:13]C(=O)OCC2C=CC=CC=2)[CH2:12][CH2:11]1.[H][H]. The catalyst is CO.[Pd+2]. The product is [NH:1]1[C:9]2[CH:8]=[CH:7][N:6]=[CH:5][C:4]=2[N:3]=[C:2]1[C:10]1([NH2:13])[CH2:11][CH2:12]1. The yield is 1.00.